Dataset: Forward reaction prediction with 1.9M reactions from USPTO patents (1976-2016). Task: Predict the product of the given reaction. Given the reactants [CH2:1]([O:3][C:4](=[O:15])[CH2:5][C:6]1[N:11]=[C:10]([Cl:12])[CH:9]=[C:8]([O:13]C)[N:7]=1)[CH3:2].C(#N)C.[I-].[K+].C[Si](C)(C)Cl, predict the reaction product. The product is: [CH2:1]([O:3][C:4](=[O:15])[CH2:5][C:6]1[NH:7][C:8](=[O:13])[CH:9]=[C:10]([Cl:12])[N:11]=1)[CH3:2].